From a dataset of Peptide-MHC class II binding affinity with 134,281 pairs from IEDB. Regression. Given a peptide amino acid sequence and an MHC pseudo amino acid sequence, predict their binding affinity value. This is MHC class II binding data. The peptide sequence is YDGFLANVSTVLTGK. The MHC is DRB1_1101 with pseudo-sequence DRB1_1101. The binding affinity (normalized) is 0.624.